From a dataset of Reaction yield outcomes from USPTO patents with 853,638 reactions. Predict the reaction yield, written as a fraction of the theoretical maximum amount of product (1.0 means a 100% yield; for example, 0.34 means a 34% yield). The reactants are CC(OI1(OC(C)=O)(OC(C)=O)OC(=O)C2C=CC=CC1=2)=O.[CH:23]1([CH:26]([OH:55])[CH2:27][NH:28][C:29]([C:31]2[N:32]=[N:33][C:34]([N:37]3[CH2:42][CH2:41][N:40]([C:43](=[O:54])[C:44]4[CH:49]=[CH:48][CH:47]=[CH:46][C:45]=4[C:50]([F:53])([F:52])[F:51])[CH2:39][CH2:38]3)=[CH:35][CH:36]=2)=[O:30])[CH2:25][CH2:24]1. The catalyst is C(OCC)(=O)C. The product is [CH:23]1([C:26](=[O:55])[CH2:27][NH:28][C:29]([C:31]2[N:32]=[N:33][C:34]([N:37]3[CH2:38][CH2:39][N:40]([C:43](=[O:54])[C:44]4[CH:49]=[CH:48][CH:47]=[CH:46][C:45]=4[C:50]([F:53])([F:52])[F:51])[CH2:41][CH2:42]3)=[CH:35][CH:36]=2)=[O:30])[CH2:25][CH2:24]1. The yield is 0.870.